This data is from Catalyst prediction with 721,799 reactions and 888 catalyst types from USPTO. The task is: Predict which catalyst facilitates the given reaction. (1) Reactant: [CH2:1]([NH:3][C:4](=[O:43])[NH:5][C:6]1[N:11]=[CH:10][C:9]([C:12]2[CH:13]=[C:14]3[C:19](=[CH:20][CH:21]=2)[N:18]([C@@H:22]2[CH2:27][CH2:26][CH2:25][NH:24][CH2:23]2)[CH:17]=[C:16]([C:28]([O:30][CH2:31][CH3:32])=[O:29])[C:15]3=[O:33])=[C:8]([C:34]2[S:35][CH:36]=[C:37]([C:39]([F:42])([F:41])[F:40])[N:38]=2)[CH:7]=1)[CH3:2].[CH:44]([S:46]([CH3:49])(=[O:48])=[O:47])=[CH2:45]. Product: [CH2:1]([NH:3][C:4](=[O:43])[NH:5][C:6]1[N:11]=[CH:10][C:9]([C:12]2[CH:13]=[C:14]3[C:19](=[CH:20][CH:21]=2)[N:18]([C@@H:22]2[CH2:27][CH2:26][CH2:25][N:24]([CH2:45][CH2:44][S:46]([CH3:49])(=[O:48])=[O:47])[CH2:23]2)[CH:17]=[C:16]([C:28]([O:30][CH2:31][CH3:32])=[O:29])[C:15]3=[O:33])=[C:8]([C:34]2[S:35][CH:36]=[C:37]([C:39]([F:42])([F:41])[F:40])[N:38]=2)[CH:7]=1)[CH3:2]. The catalyst class is: 32. (2) Reactant: [CH2:1]([O:8][C:9]1[CH:10]=[C:11]([CH2:15][CH2:16][CH2:17][CH2:18][CH2:19][CH2:20][CH2:21][S:22](Cl)(=[O:24])=[O:23])[CH:12]=[CH:13][CH:14]=1)[C:2]1[CH:7]=[CH:6][CH:5]=[CH:4][CH:3]=1.[NH4+].[F-:27]. Product: [CH2:1]([O:8][C:9]1[CH:10]=[C:11]([CH2:15][CH2:16][CH2:17][CH2:18][CH2:19][CH2:20][CH2:21][S:22]([F:27])(=[O:24])=[O:23])[CH:12]=[CH:13][CH:14]=1)[C:2]1[CH:7]=[CH:6][CH:5]=[CH:4][CH:3]=1.[CH2:1]([O:8][C:9]1[CH:14]=[CH:13][C:12]([CH2:15][CH2:16][CH2:17][CH2:18][CH2:19][CH2:20][CH2:21][S:22]([F:27])(=[O:24])=[O:23])=[CH:11][CH:10]=1)[C:2]1[CH:3]=[CH:4][CH:5]=[CH:6][CH:7]=1. The catalyst class is: 21. (3) Reactant: [NH2:1][C:2]1[C:3]2[CH:13]=[CH:12][CH:11]=[CH:10][C:4]=2[S:5][C:6]=1[C:7]([OH:9])=[O:8].[C:14](OC(=O)C)(=[O:16])[CH3:15]. Product: [C:14]([NH:1][C:2]1[C:3]2[CH:13]=[CH:12][CH:11]=[CH:10][C:4]=2[S:5][C:6]=1[C:7]([OH:9])=[O:8])(=[O:16])[CH3:15]. The catalyst class is: 5.